This data is from Catalyst prediction with 721,799 reactions and 888 catalyst types from USPTO. The task is: Predict which catalyst facilitates the given reaction. (1) Reactant: CCN(C(C)C)C(C)C.[CH3:10][O:11][C:12]1[CH:13]=[CH:14][CH:15]=[C:16]2[C:21]=1[O:20][C:19](=[O:22])[C:18]([C:23]([OH:25])=O)=[CH:17]2.CN(C(ON1N=NC2C=CC=NC1=2)=[N+](C)C)C.F[P-](F)(F)(F)(F)F.[N:50]1[CH:55]=[CH:54][CH:53]=[C:52]([C:56]2[CH:57]=[C:58]([NH2:62])[CH:59]=[CH:60][CH:61]=2)[CH:51]=1. Product: [N:50]1[CH:55]=[CH:54][CH:53]=[C:52]([C:56]2[CH:57]=[C:58]([NH:62][C:23]([C:18]3[C:19](=[O:22])[O:20][C:21]4[C:16]([CH:17]=3)=[CH:15][CH:14]=[CH:13][C:12]=4[O:11][CH3:10])=[O:25])[CH:59]=[CH:60][CH:61]=2)[CH:51]=1. The catalyst class is: 3. (2) Reactant: [CH2:1]([C:5]1[C:9]([CH2:10][OH:11])=[C:8]([CH3:12])[O:7][N:6]=1)[CH2:2][CH2:3][CH3:4].[CH3:13][O:14][C:15]([C:17]1[O:21][NH:20][C:19](=O)[CH:18]=1)=[O:16].C1(P(C2C=CC=CC=2)C2C=CC=CC=2)C=CC=CC=1.N(C(OCC)=O)=NC(OCC)=O. Product: [CH3:13][O:14][C:15]([C:17]1[O:21][N:20]=[C:19]([O:11][CH2:10][C:9]2[C:5]([CH2:1][CH2:2][CH2:3][CH3:4])=[N:6][O:7][C:8]=2[CH3:12])[CH:18]=1)=[O:16]. The catalyst class is: 1. (3) Reactant: [C:1]([CH2:4][C:5]1[CH:10]=[CH:9][C:8]([CH2:11][CH2:12][CH2:13][CH2:14]OS(C)(=O)=O)=[CH:7][CH:6]=1)([OH:3])=[O:2].[N-:20]=[N+:21]=[N-:22].[Na+]. Product: [C:1]([CH2:4][C:5]1[CH:10]=[CH:9][C:8]([CH2:11][CH2:12][CH2:13][CH2:14][N:20]=[N+:21]=[N-:22])=[CH:7][CH:6]=1)([OH:3])=[O:2]. The catalyst class is: 3. (4) Reactant: [CH3:1][O:2][C:3]1[CH:4]=[C:5]([C:28]2[CH:33]=[CH:32][CH:31]=[CH:30][C:29]=2[CH3:34])[CH:6]=[CH:7][C:8]=1[C:9]([N:11]1[C:17]2[CH:18]=[CH:19][CH:20]=[CH:21][C:16]=2[CH2:15][N:14]2[C:22]([C:25](O)=[O:26])=[CH:23][CH:24]=[C:13]2[CH2:12]1)=[O:10].[CH3:35][NH:36][CH2:37][C@@H:38]([C@H:40]([C@@H:42]([C@@H:44]([CH2:46][OH:47])[OH:45])[OH:43])[OH:41])[OH:39].ON1C2C=CC=CC=2N=N1.Cl.CN(C)CCCN=C=NCC.C(N(CC)C(C)C)(C)C. Product: [CH3:35][N:36]([CH2:37][C@H:38]([OH:39])[C@@H:40]([OH:41])[C@H:42]([OH:43])[C@H:44]([OH:45])[CH2:46][OH:47])[C:25]([C:22]1[N:14]2[C:13]([CH2:12][N:11]([C:9]([C:8]3[CH:7]=[CH:6][C:5]([C:28]4[CH:33]=[CH:32][CH:31]=[CH:30][C:29]=4[CH3:34])=[CH:4][C:3]=3[O:2][CH3:1])=[O:10])[C:17]3[CH:18]=[CH:19][CH:20]=[CH:21][C:16]=3[CH2:15]2)=[CH:24][CH:23]=1)=[O:26]. The catalyst class is: 42. (5) Product: [Br:1][C:2]1[CH:11]=[C:10]([CH2:12][OH:13])[C:9]([C:16]2[CH:21]=[CH:20][CH:19]=[C:18]([F:22])[CH:17]=2)=[C:8]2[C:3]=1[CH:4]=[CH:5][CH:6]=[N:7]2. Reactant: [Br:1][C:2]1[CH:11]=[C:10]([C:12](OC)=[O:13])[C:9]([C:16]2[CH:21]=[CH:20][CH:19]=[C:18]([F:22])[CH:17]=2)=[C:8]2[C:3]=1[CH:4]=[CH:5][CH:6]=[N:7]2.[AlH4-].[Li+]. The catalyst class is: 7. (6) Reactant: [Br:1][C:2]1[CH:7]=[CH:6][C:5]([NH:8][C:9](=[O:14])[C:10]([CH3:13])([CH3:12])[CH3:11])=[C:4]([C:15]2[C:20]([F:21])=[CH:19][CH:18]=[CH:17][N:16]=2)[CH:3]=1.C(OC(C(F)(F)F)=O)(C(F)(F)F)=O.[N+:35]([O-])([OH:37])=[O:36].CO. Product: [Br:1][C:2]1[CH:7]=[C:6]([N+:35]([O-:37])=[O:36])[C:5]([NH:8][C:9](=[O:14])[C:10]([CH3:13])([CH3:12])[CH3:11])=[C:4]([C:15]2[C:20]([F:21])=[CH:19][CH:18]=[CH:17][N:16]=2)[CH:3]=1. The catalyst class is: 484. (7) Reactant: [CH3:1][C:2]1[CH:14]=[C:13]([CH2:15][N:16]([CH2:33][CH2:34][CH2:35][CH2:36][CH3:37])[C:17]2[CH:18]=[C:19]([C:23]3[CH:28]=[CH:27][C:26]([C:29]([F:32])([F:31])[F:30])=[CH:25][CH:24]=3)[CH:20]=[CH:21][CH:22]=2)[CH:12]=[CH:11][C:3]=1[O:4][CH2:5][C:6]([O:8]CC)=[O:7].[OH-].[Na+]. Product: [CH3:1][C:2]1[CH:14]=[C:13]([CH2:15][N:16]([CH2:33][CH2:34][CH2:35][CH2:36][CH3:37])[C:17]2[CH:18]=[C:19]([C:23]3[CH:28]=[CH:27][C:26]([C:29]([F:30])([F:31])[F:32])=[CH:25][CH:24]=3)[CH:20]=[CH:21][CH:22]=2)[CH:12]=[CH:11][C:3]=1[O:4][CH2:5][C:6]([OH:8])=[O:7]. The catalyst class is: 92.